From a dataset of NCI-60 drug combinations with 297,098 pairs across 59 cell lines. Regression. Given two drug SMILES strings and cell line genomic features, predict the synergy score measuring deviation from expected non-interaction effect. Drug 1: CC1=C2C(C(=O)C3(C(CC4C(C3C(C(C2(C)C)(CC1OC(=O)C(C(C5=CC=CC=C5)NC(=O)OC(C)(C)C)O)O)OC(=O)C6=CC=CC=C6)(CO4)OC(=O)C)OC)C)OC. Drug 2: CC(C1=C(C=CC(=C1Cl)F)Cl)OC2=C(N=CC(=C2)C3=CN(N=C3)C4CCNCC4)N. Cell line: IGROV1. Synergy scores: CSS=33.8, Synergy_ZIP=1.67, Synergy_Bliss=2.80, Synergy_Loewe=-9.92, Synergy_HSA=3.14.